From a dataset of Catalyst prediction with 721,799 reactions and 888 catalyst types from USPTO. Predict which catalyst facilitates the given reaction. (1) The catalyst class is: 9. Reactant: [C:1]([O:5][CH3:6])(=[O:4])[CH2:2][OH:3].[H-].[Na+].[Cl:9][C:10]1[C:15]([N+:16]([O-:18])=[O:17])=[C:14](Cl)[N:13]=[CH:12][N:11]=1.O. Product: [CH3:6][O:5][C:1](=[O:4])[CH2:2][O:3][C:14]1[C:15]([N+:16]([O-:18])=[O:17])=[C:10]([Cl:9])[N:11]=[CH:12][N:13]=1. (2) Reactant: [Cl:1][C:2]1[CH:10]=[CH:9][C:5]([C:6]([OH:8])=O)=[CH:4][CH:3]=1.[CH3:11]N(C(ON1N=NC2C=CC=CC1=2)=[N+](C)C)C.[B-](F)(F)(F)F.CN1CCOCC1.[N:40]1([CH2:44][C@@H:45]([NH:49][CH3:50])[CH2:46][CH2:47]C)[CH2:43][CH2:42][CH2:41]1. Product: [N:40]1([CH2:44][C@@H:45]([N:49]([CH3:50])[C:6](=[O:8])[C:5]2[CH:4]=[CH:3][C:2]([Cl:1])=[CH:10][CH:9]=2)[CH:46]([CH3:47])[CH3:11])[CH2:41][CH2:42][CH2:43]1. The catalyst class is: 3. (3) Reactant: [OH:1][C:2]1[C:10]2[C:5](=[CH:6][N:7]=[CH:8][CH:9]=2)[O:4][C:3]=1[C:11]([O:13][CH2:14][CH3:15])=[O:12].N1C=CC=CC=1.[S:22](O[S:22]([C:25]([F:28])([F:27])[F:26])(=[O:24])=[O:23])([C:25]([F:28])([F:27])[F:26])(=[O:24])=[O:23]. Product: [F:26][C:25]([F:28])([F:27])[S:22]([O:1][C:2]1[C:10]2[C:5](=[CH:6][N:7]=[CH:8][CH:9]=2)[O:4][C:3]=1[C:11]([O:13][CH2:14][CH3:15])=[O:12])(=[O:24])=[O:23]. The catalyst class is: 2. (4) Product: [C:22]([NH:1][CH:2]([CH2:6][C:7]1[C:15]2[C:10](=[CH:11][CH:12]=[CH:13][CH:14]=2)[N:9]([CH3:16])[CH:8]=1)[C:3]([OH:5])=[O:4])([O:24][CH2:25][CH:26]1[C:27]2[C:32](=[CH:31][CH:30]=[CH:29][CH:28]=2)[C:33]2[C:38]1=[CH:37][CH:36]=[CH:35][CH:34]=2)=[O:23]. Reactant: [NH2:1][CH:2]([CH2:6][C:7]1[C:15]2[C:10](=[CH:11][CH:12]=[CH:13][CH:14]=2)[N:9]([CH3:16])[CH:8]=1)[C:3]([OH:5])=[O:4].C([O-])(O)=O.[Na+].[C:22](ON1C(=O)CCC1=O)([O:24][CH2:25][CH:26]1[C:38]2[C:33](=[CH:34][CH:35]=[CH:36][CH:37]=2)[C:32]2[C:27]1=[CH:28][CH:29]=[CH:30][CH:31]=2)=[O:23]. The catalyst class is: 127. (5) Reactant: [CH3:1][CH:2]([N:4]1[CH2:9][CH2:8][CH:7]([OH:10])[CH2:6][CH2:5]1)[CH3:3].CC([O-])(C)C.[K+].Cl[C:18]1[C:27]([C:28]#[N:29])=[CH:26][C:25]2[CH2:24][N:23]([CH3:30])[CH2:22][CH2:21][C:20]=2[N:19]=1. Product: [CH3:30][N:23]1[CH2:22][CH2:21][C:20]2[N:19]=[C:18]([O:10][CH:7]3[CH2:8][CH2:9][N:4]([CH:2]([CH3:3])[CH3:1])[CH2:5][CH2:6]3)[C:27]([C:28]#[N:29])=[CH:26][C:25]=2[CH2:24]1. The catalyst class is: 1. (6) Reactant: [F:1][C:2]1[CH:3]=[C:4]([CH2:9][CH:10]([NH:21][C:22](=[O:24])[CH3:23])[CH:11]2[CH:15]3[CH2:16][CH2:17][CH2:18][CH2:19][N:14]3C(=O)[O:12]2)[CH:5]=[C:6]([F:8])[CH:7]=1.[OH-].[Na+]. Product: [F:1][C:2]1[CH:3]=[C:4]([CH:5]=[C:6]([F:8])[CH:7]=1)[CH2:9][CH:10]([NH:21][C:22](=[O:24])[CH3:23])[CH:11]([OH:12])[CH:15]1[CH2:16][CH2:17][CH2:18][CH2:19][NH:14]1. The catalyst class is: 8. (7) Reactant: [C:1]([O:11][CH2:12][CH3:13])(=[O:10])[CH:2]=[CH:3][C:4]1[CH:9]=[CH:8][CH:7]=[CH:6][CH:5]=1. Product: [C:4]1([CH2:3][CH2:2][C:1]([O:11][CH2:12][CH3:13])=[O:10])[CH:9]=[CH:8][CH:7]=[CH:6][CH:5]=1. The catalyst class is: 19. (8) The catalyst class is: 172. Reactant: [F:1][C:2]([F:35])([F:34])[C:3]([C:6]1[CH:11]=[CH:10][C:9]([N:12]2[CH2:17][CH2:16][N:15]([S:18]([C:21]3[S:22][CH:23]=[CH:24][CH:25]=3)(=[O:20])=[O:19])[CH2:14][C@@H:13]2[CH2:26][NH:27][C:28]2[CH:33]=[CH:32][CH:31]=[CH:30][CH:29]=2)=[CH:8][CH:7]=1)([OH:5])[CH3:4].[CH3:36][S:37](Cl)(=[O:39])=[O:38].CCN(C(C)C)C(C)C. Product: [C:28]1([N:27]([CH2:26][C@H:13]2[CH2:14][N:15]([S:18]([C:21]3[S:22][CH:23]=[CH:24][CH:25]=3)(=[O:20])=[O:19])[CH2:16][CH2:17][N:12]2[C:9]2[CH:8]=[CH:7][C:6]([C:3]([OH:5])([CH3:4])[C:2]([F:1])([F:34])[F:35])=[CH:11][CH:10]=2)[S:37]([CH3:36])(=[O:39])=[O:38])[CH:33]=[CH:32][CH:31]=[CH:30][CH:29]=1. (9) Reactant: [CH:1]1([C:5]([C:8]2[CH:13]=[CH:12][CH:11]=[C:10]([CH:14]([CH3:16])[CH3:15])[C:9]=2[OH:17])(O)[CH3:6])[CH2:4][CH2:3][CH2:2]1.C([SiH](CC)CC)C.FC(F)(F)C(O)=O.C(=O)(O)[O-].[Na+].[F-].C([N+](CCCC)(CCCC)CCCC)CCC. Product: [CH:1]1([CH:5]([C:8]2[CH:13]=[CH:12][CH:11]=[C:10]([CH:14]([CH3:16])[CH3:15])[C:9]=2[OH:17])[CH3:6])[CH2:4][CH2:3][CH2:2]1. The catalyst class is: 4. (10) The catalyst class is: 233. Reactant: [CH3:1][O:2][C:3]1[CH:8]=[CH:7][CH:6]=[C:5]([O:9][CH3:10])[C:4]=1B(O)O.[N+:14]([C:17]1[CH:18]=[CH:19][C:20](Br)=[C:21]([CH:26]=1)[C:22]([O:24][CH3:25])=[O:23])([O-:16])=[O:15].C(=O)([O-])[O-].[Cs+].[Cs+].O. Product: [N+:14]([C:17]1[CH:18]=[CH:19][C:20]([C:4]2[C:3]([O:2][CH3:1])=[CH:8][CH:7]=[CH:6][C:5]=2[O:9][CH3:10])=[C:21]([CH:26]=1)[C:22]([O:24][CH3:25])=[O:23])([O-:16])=[O:15].